This data is from Peptide-MHC class I binding affinity with 185,985 pairs from IEDB/IMGT. The task is: Regression. Given a peptide amino acid sequence and an MHC pseudo amino acid sequence, predict their binding affinity value. This is MHC class I binding data. The peptide sequence is ARIDARIDF. The MHC is HLA-B57:01 with pseudo-sequence HLA-B57:01. The binding affinity (normalized) is 0.0847.